Dataset: Reaction yield outcomes from USPTO patents with 853,638 reactions. Task: Predict the reaction yield, written as a fraction of the theoretical maximum amount of product (1.0 means a 100% yield; for example, 0.34 means a 34% yield). (1) The reactants are C(OC([N:8](COCC[Si](C)(C)C)[C:9]1[S:10][C@:11]2([C:38]([O:40][CH3:41])=[O:39])[C@H:13]([C@:14]([C:17]3[CH:22]=[C:21]([NH:23][C:24](=[O:32])[C:25]4[CH:30]=[CH:29][C:28]([Cl:31])=[CH:27][N:26]=4)[CH:20]=[C:19]([C:33]([O:35][CH3:36])=[O:34])[C:18]=3[F:37])([CH3:16])[N:15]=1)[CH2:12]2)=O)(C)(C)C.OS(O)(=O)=O. The catalyst is C(Cl)Cl.CCOC(C)=O. The product is [NH2:8][C:9]1[S:10][C@:11]2([C:38]([O:40][CH3:41])=[O:39])[C@H:13]([C@:14]([C:17]3[CH:22]=[C:21]([NH:23][C:24](=[O:32])[C:25]4[CH:30]=[CH:29][C:28]([Cl:31])=[CH:27][N:26]=4)[CH:20]=[C:19]([C:33]([O:35][CH3:36])=[O:34])[C:18]=3[F:37])([CH3:16])[N:15]=1)[CH2:12]2. The yield is 0.780. (2) The reactants are [H-].[Na+].[C:3]1([OH:9])[CH:8]=[CH:7][CH:6]=[CH:5][CH:4]=1.[P:10](Cl)(Cl)([O:12][C:13]1[CH:18]=[CH:17][CH:16]=[CH:15][C:14]=1[Cl:19])=[O:11]. The catalyst is C1COCC1. The product is [P:10]([O:9][C:3]1[CH:8]=[CH:7][CH:6]=[CH:5][CH:4]=1)([O:9][C:3]1[CH:8]=[CH:7][CH:6]=[CH:5][CH:4]=1)([O:12][C:13]1[CH:18]=[CH:17][CH:16]=[CH:15][C:14]=1[Cl:19])=[O:11]. The yield is 0.100. (3) The reactants are [F:1][C:2]1[CH:29]=[C:28]([CH:30]=[O:31])[CH:27]=[CH:26][C:3]=1[CH2:4][O:5][C:6]1[CH:7]=[N:8][C:9]([N:12]2[CH2:17][CH2:16][N:15]([C:18]([O:20][C:21]([CH3:24])([CH3:23])[CH3:22])=[O:19])[CH2:14][C@H:13]2[CH3:25])=[N:10][CH:11]=1.[BH4-].[Na+].[NH4+].[Cl-]. The catalyst is C(O)C.CCOC(C)=O. The product is [F:1][C:2]1[CH:29]=[C:28]([CH2:30][OH:31])[CH:27]=[CH:26][C:3]=1[CH2:4][O:5][C:6]1[CH:7]=[N:8][C:9]([N:12]2[CH2:17][CH2:16][N:15]([C:18]([O:20][C:21]([CH3:24])([CH3:23])[CH3:22])=[O:19])[CH2:14][C@H:13]2[CH3:25])=[N:10][CH:11]=1. The yield is 0.910.